From a dataset of Retrosynthesis with 50K atom-mapped reactions and 10 reaction types from USPTO. Predict the reactants needed to synthesize the given product. (1) Given the product Cc1ccc(S(=O)(=O)N2CCCC2c2ccccc2F)cc1, predict the reactants needed to synthesize it. The reactants are: Cc1ccc(S(=O)(=O)Cl)cc1.Fc1ccccc1C1CCCN1. (2) Given the product COc1ccc(-c2nc(CCC(=O)c3ccccc3OCCF)co2)cc1OC(C)C, predict the reactants needed to synthesize it. The reactants are: CC(C)Br.COc1ccc(-c2nc(CCC(=O)c3ccccc3OCCF)co2)cc1O. (3) Given the product CCOc1nc(-c2ccc(C[C@@H](N)CC(=O)N3CCC[C@@H](c4nc5ccccc5n4CCCOC)C3)cc2)cs1, predict the reactants needed to synthesize it. The reactants are: CCOc1nc(-c2ccc(C[C@H](CC(=O)N3CCC[C@@H](c4nc5ccccc5n4CCCOC)C3)NC(=O)OC(C)(C)C)cc2)cs1.